Dataset: Peptide-MHC class I binding affinity with 185,985 pairs from IEDB/IMGT. Task: Regression. Given a peptide amino acid sequence and an MHC pseudo amino acid sequence, predict their binding affinity value. This is MHC class I binding data. (1) The binding affinity (normalized) is 1.00. The MHC is HLA-A02:01 with pseudo-sequence HLA-A02:01. The peptide sequence is RLVDFLHWL. (2) The peptide sequence is LLSAWILTA. The MHC is HLA-B44:02 with pseudo-sequence HLA-B44:02. The binding affinity (normalized) is 0. (3) The peptide sequence is ESSVKEKDM. The MHC is HLA-B40:01 with pseudo-sequence HLA-B40:01. The binding affinity (normalized) is 0.0847. (4) The peptide sequence is RTPDMVKSI. The MHC is Mamu-A01 with pseudo-sequence Mamu-A01. The binding affinity (normalized) is 1.00. (5) The peptide sequence is LPLPWTSGA. The MHC is HLA-B51:01 with pseudo-sequence HLA-B51:01. The binding affinity (normalized) is 0.369. (6) The peptide sequence is VTVEYITR. The MHC is H-2-Kb with pseudo-sequence H-2-Kb. The binding affinity (normalized) is 0.963. (7) The peptide sequence is SHEGEGIPL. The MHC is HLA-A69:01 with pseudo-sequence HLA-A69:01. The binding affinity (normalized) is 0.0847. (8) The peptide sequence is VTIGECPKYV. The MHC is Mamu-A02 with pseudo-sequence Mamu-A02. The binding affinity (normalized) is 0.718. (9) The peptide sequence is NIVFSPFGY. The MHC is HLA-B15:09 with pseudo-sequence HLA-B15:09. The binding affinity (normalized) is 0.0847.